This data is from Full USPTO retrosynthesis dataset with 1.9M reactions from patents (1976-2016). The task is: Predict the reactants needed to synthesize the given product. (1) The reactants are: [F:1][C:2]1[CH:3]=[C:4]([CH:7]=[C:8]([NH:10][CH2:11][C:12]2[CH:17]=[CH:16][C:15]([S:18]([CH3:21])(=[O:20])=[O:19])=[CH:14][CH:13]=2)[CH:9]=1)[C:5]#[N:6].[O:22]1[CH2:27][CH2:26][CH:25]([C:28](O)=[O:29])[CH2:24][CH2:23]1. Given the product [C:5]([C:4]1[CH:7]=[C:8]([N:10]([CH2:11][C:12]2[CH:13]=[CH:14][C:15]([S:18]([CH3:21])(=[O:20])=[O:19])=[CH:16][CH:17]=2)[C:28]([CH:25]2[CH2:26][CH2:27][O:22][CH2:23][CH2:24]2)=[O:29])[CH:9]=[C:2]([F:1])[CH:3]=1)#[N:6], predict the reactants needed to synthesize it. (2) Given the product [F:28][C:25]1[CH:24]=[C:23]([C:29]#[N:30])[C:22]([C:20]2[CH:21]=[C:16]([C:12]3[N:4]4[CH:5]=[CH:6][C:7]([C:8]([F:9])([F:10])[F:11])=[C:2]([F:1])[C:3]4=[N:14][CH:13]=3)[CH:17]=[CH:18][C:19]=2[F:31])=[CH:27][CH:26]=1, predict the reactants needed to synthesize it. The reactants are: [F:1][C:2]1[C:3]2[N:4]([CH:12]=[CH:13][N:14]=2)[CH:5]=[CH:6][C:7]=1[C:8]([F:11])([F:10])[F:9].Br[C:16]1[CH:17]=[CH:18][C:19]([F:31])=[C:20]([C:22]2[C:23]([C:29]#[N:30])=[CH:24][C:25]([F:28])=[CH:26][CH:27]=2)[CH:21]=1. (3) The reactants are: [F:1][C:2]1[C:3]([NH:12][C:13]2[CH:18]=[CH:17][C:16]([C:19]([O:21][CH3:22])=[O:20])=[CH:15][C:14]=2[F:23])=[C:4]([CH:8]=[CH:9][C:10]=1[F:11])[C:5]([OH:7])=O.[NH2:24][O:25][CH2:26][CH2:27][OH:28].[Cl-].COC1N=C(OC)N=C([N+]2(C)CCOCC2)N=1. Given the product [F:1][C:2]1[C:10]([F:11])=[CH:9][CH:8]=[C:4]([C:5]([NH:24][O:25][CH2:26][CH2:27][OH:28])=[O:7])[C:3]=1[NH:12][C:13]1[CH:18]=[CH:17][C:16]([C:19]([O:21][CH3:22])=[O:20])=[CH:15][C:14]=1[F:23], predict the reactants needed to synthesize it. (4) Given the product [OH:1][CH2:2][C@H:3]([CH2:9][C:10]1[CH:15]=[CH:14][C:13]2[O:16][CH2:17][O:18][C:12]=2[CH:11]=1)[C:4]([OH:6])=[O:5], predict the reactants needed to synthesize it. The reactants are: [OH:1][CH2:2][C@H:3]([CH2:9][C:10]1[CH:15]=[CH:14][C:13]2[O:16][CH2:17][O:18][C:12]=2[CH:11]=1)[C:4]([O:6]CC)=[O:5].[OH-].[Na+].O. (5) Given the product [Br:10][C:6]1[C:5](=[O:7])[O:4][C:3](=[O:8])[C:2]=1[CH3:1], predict the reactants needed to synthesize it. The reactants are: [CH3:1][C:2]1[C:3](=[O:8])[O:4][C:5](=[O:7])[CH:6]=1.[Al](Br)(Br)[Br:10].BrBr. (6) Given the product [CH3:30][O:31][C:32](=[O:41])[C:33]1[CH:38]=[CH:37][CH:36]=[C:35]([CH2:39][N:29]([C:25]2[C:26]([CH3:28])=[N:27][C:22]([O:21][CH2:20][C:5]3[N:6]([C:9]4[CH:14]=[CH:13][CH:12]=[CH:11][C:10]=4[O:15][C:16]([F:19])([F:17])[F:18])[N:7]=[CH:8][C:4]=3[CH:1]([CH3:3])[CH3:2])=[CH:23][CH:24]=2)[CH3:52])[CH:34]=1, predict the reactants needed to synthesize it. The reactants are: [CH:1]([C:4]1[CH:8]=[N:7][N:6]([C:9]2[CH:14]=[CH:13][CH:12]=[CH:11][C:10]=2[O:15][C:16]([F:19])([F:18])[F:17])[C:5]=1[CH2:20][O:21][C:22]1[N:27]=[C:26]([CH3:28])[C:25]([NH2:29])=[CH:24][CH:23]=1)([CH3:3])[CH3:2].[CH3:30][O:31][C:32](=[O:41])[C:33]1[CH:38]=[CH:37][CH:36]=[C:35]([CH:39]=O)[CH:34]=1.[B][B][B][B][B][B][B][B][B][B].[CH2:52]=O. (7) Given the product [O:2]1[CH2:6][CH2:5][CH:4]([CH2:7][NH:8][C:25]([C:23]2[CH:22]=[N:21][N:20]([CH2:16][CH2:17][CH2:18][CH3:19])[N:24]=2)=[O:26])[CH2:3]1, predict the reactants needed to synthesize it. The reactants are: Cl.[O:2]1[CH2:6][CH2:5][CH:4]([CH2:7][NH2:8])[CH2:3]1.C(N(CC)CC)C.[CH2:16]([N:20]1[N:24]=[C:23]([C:25](O)=[O:26])[CH:22]=[N:21]1)[CH2:17][CH2:18][CH3:19].ON1C2C=CC=CC=2N=N1.Cl.C(N=C=NCCCN(C)C)C.Cl. (8) Given the product [C:1]1([C:7]2[CH:12]=[CH:11][CH:10]=[CH:9][N+:8]=2[O-:13])[CH:2]=[CH:3][CH:4]=[CH:5][CH:6]=1, predict the reactants needed to synthesize it. The reactants are: [C:1]1([C:7]2[CH:12]=[CH:11][CH:10]=[CH:9][N:8]=2)[CH:6]=[CH:5][CH:4]=[CH:3][CH:2]=1.[OH:13]O. (9) Given the product [CH3:20][O:19][C:17]1[CH:18]=[C:2]2[C:3]([C:4](=[O:5])[N:6]([C:7]3[CH:8]=[CH:9][C:10]([C:13]#[N:14])=[CH:11][CH:12]=3)[C:22](=[O:24])[NH:1]2)=[CH:15][CH:16]=1, predict the reactants needed to synthesize it. The reactants are: [NH2:1][C:2]1[CH:18]=[C:17]([O:19][CH3:20])[CH:16]=[CH:15][C:3]=1[C:4]([NH:6][C:7]1[CH:12]=[CH:11][C:10]([C:13]#[N:14])=[CH:9][CH:8]=1)=[O:5].Cl[C:22](Cl)([O:24]C(=O)OC(Cl)(Cl)Cl)Cl. (10) Given the product [CH2:35]([N:34]([CH2:32][CH3:33])[C:11](=[O:13])[CH2:10][N:9]1[C:8]2[CH:14]=[C:15]([O:18][CH3:19])[CH:16]=[CH:17][C:7]=2[N:6]=[C:5]1[C:3](=[O:4])[C:2]([CH3:21])([CH3:20])[CH3:1])[CH2:36][CH2:37][CH3:38], predict the reactants needed to synthesize it. The reactants are: [CH3:1][C:2]([CH3:21])([CH3:20])[C:3]([C:5]1[N:9]([CH2:10][C:11]([OH:13])=O)[C:8]2[CH:14]=[C:15]([O:18][CH3:19])[CH:16]=[CH:17][C:7]=2[N:6]=1)=[O:4].C1C=CC2N(O)N=NC=2C=1.[CH2:32]([NH:34][CH2:35][CH2:36][CH2:37][CH3:38])[CH3:33].CCN(C(C)C)C(C)C.